From a dataset of NCI-60 drug combinations with 297,098 pairs across 59 cell lines. Regression. Given two drug SMILES strings and cell line genomic features, predict the synergy score measuring deviation from expected non-interaction effect. (1) Drug 1: C1CCN(CC1)CCOC2=CC=C(C=C2)C(=O)C3=C(SC4=C3C=CC(=C4)O)C5=CC=C(C=C5)O. Drug 2: CCC1=C2CN3C(=CC4=C(C3=O)COC(=O)C4(CC)O)C2=NC5=C1C=C(C=C5)O. Cell line: HCT-15. Synergy scores: CSS=15.7, Synergy_ZIP=0.342, Synergy_Bliss=0.707, Synergy_Loewe=-19.6, Synergy_HSA=0.903. (2) Synergy scores: CSS=4.70, Synergy_ZIP=-0.327, Synergy_Bliss=1.10, Synergy_Loewe=-0.823, Synergy_HSA=-1.01. Drug 2: C1=NNC2=C1C(=O)NC=N2. Drug 1: CN1C2=C(C=C(C=C2)N(CCCl)CCCl)N=C1CCCC(=O)O.Cl. Cell line: HCT116. (3) Drug 1: CC1=C(N=C(N=C1N)C(CC(=O)N)NCC(C(=O)N)N)C(=O)NC(C(C2=CN=CN2)OC3C(C(C(C(O3)CO)O)O)OC4C(C(C(C(O4)CO)O)OC(=O)N)O)C(=O)NC(C)C(C(C)C(=O)NC(C(C)O)C(=O)NCCC5=NC(=CS5)C6=NC(=CS6)C(=O)NCCC[S+](C)C)O. Drug 2: C1CNP(=O)(OC1)N(CCCl)CCCl. Cell line: U251. Synergy scores: CSS=46.8, Synergy_ZIP=-0.109, Synergy_Bliss=0.133, Synergy_Loewe=-15.7, Synergy_HSA=2.02. (4) Drug 1: C1CNP(=O)(OC1)N(CCCl)CCCl. Drug 2: C(CCl)NC(=O)N(CCCl)N=O. Cell line: SK-MEL-5. Synergy scores: CSS=25.8, Synergy_ZIP=-1.62, Synergy_Bliss=-0.468, Synergy_Loewe=1.62, Synergy_HSA=2.92. (5) Drug 1: C1=NC2=C(N=C(N=C2N1C3C(C(C(O3)CO)O)F)Cl)N. Drug 2: C1CN(CCN1C(=O)CCBr)C(=O)CCBr. Cell line: SK-MEL-5. Synergy scores: CSS=19.2, Synergy_ZIP=-7.30, Synergy_Bliss=-2.68, Synergy_Loewe=0.690, Synergy_HSA=-0.507. (6) Cell line: NCI-H522. Drug 2: CCN(CC)CCNC(=O)C1=C(NC(=C1C)C=C2C3=C(C=CC(=C3)F)NC2=O)C. Synergy scores: CSS=30.0, Synergy_ZIP=1.64, Synergy_Bliss=1.28, Synergy_Loewe=-0.297, Synergy_HSA=-0.565. Drug 1: CC12CCC3C(C1CCC2=O)CC(=C)C4=CC(=O)C=CC34C. (7) Drug 1: CN1C(=O)N2C=NC(=C2N=N1)C(=O)N. Drug 2: CS(=O)(=O)CCNCC1=CC=C(O1)C2=CC3=C(C=C2)N=CN=C3NC4=CC(=C(C=C4)OCC5=CC(=CC=C5)F)Cl. Cell line: KM12. Synergy scores: CSS=-9.27, Synergy_ZIP=5.89, Synergy_Bliss=6.18, Synergy_Loewe=-9.36, Synergy_HSA=-8.10.